Task: Predict the reactants needed to synthesize the given product.. Dataset: Full USPTO retrosynthesis dataset with 1.9M reactions from patents (1976-2016) (1) Given the product [Br:1][C:2]1[CH:3]=[N:4][C:5]([NH:8][C@@H:9]2[CH2:13][CH2:12][N:11]([C:17]([C:16]3[CH:20]=[C:21]([CH:22]=[CH:23][C:15]=3[F:14])[CH:24]=[O:25])=[O:18])[CH2:10]2)=[N:6][CH:7]=1, predict the reactants needed to synthesize it. The reactants are: [Br:1][C:2]1[CH:3]=[N:4][C:5]([NH:8][C@@H:9]2[CH2:13][CH2:12][NH:11][CH2:10]2)=[N:6][CH:7]=1.[F:14][C:15]1[CH:23]=[CH:22][C:21]([CH:24]=[O:25])=[CH:20][C:16]=1[C:17](O)=[O:18].F[P-](F)(F)(F)(F)F.N1(OC(N(C)C)=[N+](C)C)C2C=CC=CC=2N=N1.C(N(CC)C(C)C)(C)C. (2) Given the product [F:19][C:16]1[N:15]=[CH:14][C:13]([O:12][C:5]2[CH:6]=[CH:7][CH:8]=[C:9]3[C:4]=2[N:3]=[C:2]([NH:47][C:44]2[CH:45]=[CH:46][C:41]([S:39]([NH2:49])(=[O:40])=[O:48])=[CH:42][CH:43]=2)[N:11]=[CH:10]3)=[CH:18][CH:17]=1, predict the reactants needed to synthesize it. The reactants are: Cl[C:2]1[N:11]=[CH:10][C:9]2[C:4](=[C:5]([O:12][C:13]3[CH:14]=[N:15][C:16]([F:19])=[CH:17][CH:18]=3)[CH:6]=[CH:7][CH:8]=2)[N:3]=1.BrC1N=CC2C(=C(OC3C=NC(F)=CC=3)C=CC=2)N=1.[S:39]([NH2:49])(=[O:48])([C:41]1[CH:46]=[CH:45][C:44]([NH2:47])=[CH:43][CH:42]=1)=[O:40]. (3) Given the product [NH:1]([C:22]([O:24][CH2:25][C:26]1[CH:31]=[CH:30][CH:29]=[CH:28][CH:27]=1)=[O:23])[C@H:2]([C:6]([NH:8][C@H:9]([C:18]([NH:32][C@@H:33]([C:37]([NH2:39])=[O:38])[CH3:34])=[O:19])[CH2:10][C:11]1[CH:12]=[CH:13][CH:14]=[CH:15][CH:16]=1)=[O:7])[CH3:68], predict the reactants needed to synthesize it. The reactants are: [NH:1]([C:22]([O:24][CH2:25][C:26]1[CH:31]=[CH:30][CH:29]=[CH:28][CH:27]=1)=[O:23])[C@H:2]([C:6]([NH:8][C@H:9]([C:18](OC)=[O:19])[CH2:10][C:11]1[CH:16]=[CH:15][C:14](O)=[CH:13][CH:12]=1)=[O:7])C(C)C.[NH:32](C(OCC1C=CC=CC=1)=O)[C@H:33]([C:37]([NH:39][C@H](C(OC)=O)CCCCNC(OC(C)(C)C)=O)=[O:38])[CH:34](C)C.N(C(OCC1C=CC=CC=1)=O)[C@H:68](C(N[C@H](C(N[C@@H](C(OC)=O)C)=O)CC1C=CC=CC=1)=O)C.N[C@H](C(O)=O)CC1C=CC(O)=CC=1.N[C@H](C(O)=O)CCCCNC(OC(C)(C)C)=O.N[C@@H](C(O)=O)C.